From a dataset of Catalyst prediction with 721,799 reactions and 888 catalyst types from USPTO. Predict which catalyst facilitates the given reaction. (1) Reactant: [Si:1]([O:8][CH2:9][CH:10]([OH:17])[C:11]#[C:12][Si](C)(C)C)([C:4]([CH3:7])([CH3:6])[CH3:5])([CH3:3])[CH3:2].C([O-])([O-])=O.[K+].[K+]. Product: [Si:1]([O:8][CH2:9][CH:10]([OH:17])[C:11]#[CH:12])([C:4]([CH3:7])([CH3:6])[CH3:5])([CH3:3])[CH3:2]. The catalyst class is: 200. (2) Reactant: [C:1]1([S:7]([N:10]2[C:14]3[CH:15]=[N:16][C:17]([C:20]#[N:21])=[C:18]([OH:19])[C:13]=3[C:12]3[CH:22]=[C:23]([Br:26])[CH:24]=[N:25][C:11]2=3)(=[O:9])=[O:8])[CH:6]=[CH:5][CH:4]=[CH:3][CH:2]=1.[C:27]([O:31][C:32]([N:34]1[CH2:38][CH2:37][CH:36](O)[CH2:35]1)=[O:33])([CH3:30])([CH3:29])[CH3:28].C1(P(C2C=CC=CC=2)C2C=CC=CC=2)C=CC=CC=1.N(C(OCC)=O)=NC(OCC)=O. Product: [C:27]([O:31][C:32]([N:34]1[CH2:38][CH2:37][CH:36]([O:19][C:18]2[C:13]3[C:12]4[CH:22]=[C:23]([Br:26])[CH:24]=[N:25][C:11]=4[N:10]([S:7]([C:1]4[CH:2]=[CH:3][CH:4]=[CH:5][CH:6]=4)(=[O:8])=[O:9])[C:14]=3[CH:15]=[N:16][C:17]=2[C:20]#[N:21])[CH2:35]1)=[O:33])([CH3:30])([CH3:28])[CH3:29]. The catalyst class is: 39.